From a dataset of Reaction yield outcomes from USPTO patents with 853,638 reactions. Predict the reaction yield, written as a fraction of the theoretical maximum amount of product (1.0 means a 100% yield; for example, 0.34 means a 34% yield). (1) The reactants are F[C:2]1[CH:7]=[CH:6][CH:5]=[CH:4][C:3]=1[N+:8]([O-:10])=[O:9].C(=O)([O-])[O-].[K+].[K+].[Cl:17][C:18]1[CH:23]=[C:22]([Cl:24])[CH:21]=[CH:20][C:19]=1[OH:25]. The catalyst is CN(C)C=O. The product is [Cl:17][C:18]1[CH:23]=[C:22]([Cl:24])[CH:21]=[CH:20][C:19]=1[O:25][C:2]1[CH:7]=[CH:6][CH:5]=[CH:4][C:3]=1[N+:8]([O-:10])=[O:9]. The yield is 0.910. (2) The reactants are C([O:3][C:4](=O)[CH2:5][C:6]([C@H:8]1[CH2:13][CH2:12][N:11]([C:14]([O:16][CH3:17])=[O:15])[C@@H:10]([C:18]2[CH:23]=[CH:22][C:21]([C:24]([F:27])([F:26])[F:25])=[CH:20][C:19]=2[CH3:28])[CH2:9]1)=[O:7])C.[OH-].[Na+].[NH2:32]O.Cl. The catalyst is CO.O. The product is [CH3:28][C:19]1[CH:20]=[C:21]([C:24]([F:27])([F:26])[F:25])[CH:22]=[CH:23][C:18]=1[C@H:10]1[CH2:9][C@@H:8]([C:6]2[O:7][NH:32][C:4](=[O:3])[CH:5]=2)[CH2:13][CH2:12][N:11]1[C:14]([O:16][CH3:17])=[O:15]. The yield is 0.550. (3) The reactants are [F:1][C:2]([F:39])([C:14]1[C:15]2[CH:36]=[CH:35][N:34](CO)[C:16]=2[N:17]=[C:18]([NH:20][C:21]2[CH:26]=[CH:25][C:24]([N:27]3[CH2:32][CH2:31][N:30]([CH3:33])[CH2:29][CH2:28]3)=[CH:23][CH:22]=2)[N:19]=1)[C:3]1[CH:4]=[C:5]([NH:9][C:10](=[O:13])[CH:11]=[CH2:12])[CH:6]=[CH:7][CH:8]=1.N. The catalyst is CO. The product is [F:39][C:2]([F:1])([C:14]1[C:15]2[CH:36]=[CH:35][NH:34][C:16]=2[N:17]=[C:18]([NH:20][C:21]2[CH:22]=[CH:23][C:24]([N:27]3[CH2:28][CH2:29][N:30]([CH3:33])[CH2:31][CH2:32]3)=[CH:25][CH:26]=2)[N:19]=1)[C:3]1[CH:4]=[C:5]([NH:9][C:10](=[O:13])[CH:11]=[CH2:12])[CH:6]=[CH:7][CH:8]=1. The yield is 0.710.